The task is: Predict which catalyst facilitates the given reaction.. This data is from Catalyst prediction with 721,799 reactions and 888 catalyst types from USPTO. (1) Reactant: [Cl:1][C:2]1[N:11]=[C:10]([NH:12][CH2:13][CH2:14][C:15]([O:17]C)=[O:16])[C:9]2[C:4](=[N:5][CH:6]=[CH:7][N:8]=2)[CH:3]=1.O[Li].O. Product: [Cl:1][C:2]1[N:11]=[C:10]([NH:12][CH2:13][CH2:14][C:15]([OH:17])=[O:16])[C:9]2[C:4](=[N:5][CH:6]=[CH:7][N:8]=2)[CH:3]=1. The catalyst class is: 24. (2) Reactant: Br[C:2]1[CH:3]=[CH:4][C:5]([C:10]([O:12][CH2:13][CH3:14])=[O:11])=[N:6][C:7]=1[O:8][CH3:9].[CH3:15][C:16]1([CH3:30])[CH2:21][O:20][B:19]([B:19]2[O:20][CH2:21][C:16]([CH3:30])([CH3:15])[CH2:17][O:18]2)[O:18][CH2:17]1.C([O-])(=O)C.[K+].ClCCl. Product: [CH3:15][C:16]1([CH3:30])[CH2:21][O:20][B:19]([C:2]2[CH:3]=[CH:4][C:5]([C:10]([O:12][CH2:13][CH3:14])=[O:11])=[N:6][C:7]=2[O:8][CH3:9])[O:18][CH2:17]1. The catalyst class is: 12. (3) Reactant: [C:1](=[O:23])([O:20][CH2:21][CH3:22])[O:2][C:3]1[CH:8]=[CH:7][C:6]([CH3:9])=[CH:5][C:4]=1[CH:10]1[CH:17]2[CH2:18][CH:13]3[CH2:14][CH:15]([CH2:19][CH:11]1[CH2:12]3)[CH2:16]2.[N+:24]([O-])([O-:26])=[O:25].[K+]. Product: [C:1](=[O:23])([O:20][CH2:21][CH3:22])[O:2][C:3]1[CH:8]=[C:7]([N+:24]([O-:26])=[O:25])[C:6]([CH3:9])=[CH:5][C:4]=1[CH:10]1[CH:11]2[CH2:19][CH:15]3[CH2:14][CH:13]([CH2:18][CH:17]1[CH2:16]3)[CH2:12]2. The catalyst class is: 82. (4) Reactant: [Br-].[Br:2][C:3]1[CH:28]=[CH:27][CH:26]=[CH:25][C:4]=1[CH2:5][P+](C1C=CC=CC=1)(C1C=CC=CC=1)C1C=CC=CC=1.CC(C)([O-])C.[K+].[I:35][C:36]1[CH:43]=[CH:42][CH:41]=[CH:40][C:37]=1[CH:38]=O.O. Product: [Br:2][C:3]1[CH:28]=[CH:27][CH:26]=[CH:25][C:4]=1/[CH:5]=[CH:38]\[C:37]1[CH:40]=[CH:41][CH:42]=[CH:43][C:36]=1[I:35]. The catalyst class is: 7. (5) Reactant: [O:1]1[CH2:5][CH2:4][CH:3]([CH2:6][OH:7])[CH2:2]1.C(N(CC)CC)C.[CH3:15][S:16](Cl)(=[O:18])=[O:17].C([O-])(O)=O.[Na+]. Product: [CH3:15][S:16]([O:7][CH2:6][CH:3]1[CH2:4][CH2:5][O:1][CH2:2]1)(=[O:18])=[O:17]. The catalyst class is: 4. (6) Reactant: [H-].[Na+].CN(C=O)C.[CH2:8]([CH:10]1[C:16]2[CH:17]=[C:18]([O:21][CH3:22])[CH:19]=[CH:20][C:15]=2[CH2:14][CH2:13][NH:12][C:11]1=[O:23])[CH3:9].I[CH2:25][CH3:26]. Product: [CH2:8]([CH:10]1[C:16]2[CH:17]=[C:18]([O:21][CH3:22])[CH:19]=[CH:20][C:15]=2[CH2:14][CH2:13][N:12]([CH2:25][CH3:26])[C:11]1=[O:23])[CH3:9]. The catalyst class is: 6.